Dataset: Catalyst prediction with 721,799 reactions and 888 catalyst types from USPTO. Task: Predict which catalyst facilitates the given reaction. Reactant: [F:1][C:2]1[CH:7]=[C:6]([C:8]([OH:11])([CH3:10])[CH3:9])[CH:5]=[C:4]([F:12])[C:3]=1[C:13]1[S:17][C:16]([NH:18][C:19]2[CH:24]=[CH:23][C:22](=[O:25])[NH:21][N:20]=2)=[C:15]([C:26]([NH2:28])=[O:27])[CH:14]=1.[C:29]([O-])([O-])=O.[K+].[K+].IC.O. Product: [F:12][C:4]1[CH:5]=[C:6]([C:8]([OH:11])([CH3:10])[CH3:9])[CH:7]=[C:2]([F:1])[C:3]=1[C:13]1[S:17][C:16]([NH:18][C:19]2[CH:24]=[CH:23][C:22](=[O:25])[N:21]([CH3:29])[N:20]=2)=[C:15]([C:26]([NH2:28])=[O:27])[CH:14]=1. The catalyst class is: 3.